This data is from Reaction yield outcomes from USPTO patents with 853,638 reactions. The task is: Predict the reaction yield, written as a fraction of the theoretical maximum amount of product (1.0 means a 100% yield; for example, 0.34 means a 34% yield). (1) The yield is 0.360. The product is [CH3:17][C:14]1[CH:15]=[CH:16][C:11]([O:1][C:2]2[CH:3]=[C:4]([CH:7]=[CH:8][CH:9]=2)[C:5]#[N:6])=[N:12][CH:13]=1. The reactants are [OH:1][C:2]1[CH:3]=[C:4]([CH:7]=[CH:8][CH:9]=1)[C:5]#[N:6].F[C:11]1[CH:16]=[CH:15][C:14]([CH3:17])=[CH:13][N:12]=1.C([O-])([O-])=O.[K+].[K+].O. The catalyst is CN(C)C=O. (2) The reactants are B(F)(F)F.CCOCC.[CH:10](=O)[CH2:11][CH2:12][CH3:13].C[Si](C)(C)[O:17][C:18]1[CH2:21][CH2:20][C:19]=1[O:22][Si](C)(C)C.C([O-])(O)=O.[Na+].C(O)(C(F)(F)F)=O. The catalyst is C(Cl)Cl. The product is [CH2:11]([CH:10]1[C:19](=[O:22])[CH2:20][CH2:21][C:18]1=[O:17])[CH2:12][CH3:13]. The yield is 0.180. (3) The reactants are [O:1]1[CH:5]=[CH:4][CH:3]=[C:2]1[C:6]1[N:11]=[C:10]2[NH:12][N:13]=[C:14](N)[C:9]2=[CH:8][C:7]=1[C:16]1[CH:21]=[CH:20][N:19]=[C:18]([S:22][CH3:23])[N:17]=1.Cl.N([O-])=O.[Na+].[PH2](O)=O.[OH-].[Na+]. The catalyst is O.C(O)(=O)C. The product is [O:1]1[CH:5]=[CH:4][CH:3]=[C:2]1[C:6]1[N:11]=[C:10]2[NH:12][N:13]=[CH:14][C:9]2=[CH:8][C:7]=1[C:16]1[CH:21]=[CH:20][N:19]=[C:18]([S:22][CH3:23])[N:17]=1. The yield is 0.420. (4) The reactants are [CH3:1][O:2][C:3]([CH:5]1[CH2:9][CH:8]([N:10]=[N+]=[N-])[CH2:7][N:6]1[CH2:13][C:14]1[CH:19]=[CH:18][CH:17]=[CH:16][CH:15]=1)=[O:4].C1(P(C2C=CC=CC=2)C2C=CC=CC=2)C=CC=CC=1.O. The catalyst is C1COCC1. The product is [CH3:1][O:2][C:3]([CH:5]1[CH2:9][CH:8]([NH2:10])[CH2:7][N:6]1[CH2:13][C:14]1[CH:19]=[CH:18][CH:17]=[CH:16][CH:15]=1)=[O:4]. The yield is 0.850. (5) The reactants are C[O:2][C:3]([C:5]1[N:9]=[C:8]([Cl:10])[N:7]([CH2:11][O:12][CH2:13][CH2:14][Si:15]([CH3:18])([CH3:17])[CH3:16])[N:6]=1)=[O:4].[OH-].[K+:20]. The catalyst is CCO.CCOCC. The product is [K+:20].[Cl:10][C:8]1[N:7]([CH2:11][O:12][CH2:13][CH2:14][Si:15]([CH3:17])([CH3:18])[CH3:16])[N:6]=[C:5]([C:3]([O-:4])=[O:2])[N:9]=1. The yield is 0.910. (6) The reactants are Cl.[CH3:2][C:3]1[C:11]([C:12](=[S:14])[NH2:13])=[C:6]2[CH:7]=[CH:8][CH:9]=[CH:10][N:5]2[N:4]=1.Cl[CH:16]([C:22]([C:24]1[CH:29]=[CH:28][CH:27]=[CH:26][C:25]=1[F:30])=O)[C:17]([O:19][CH2:20][CH3:21])=[O:18]. The catalyst is CC(O)C. The product is [F:30][C:25]1[CH:26]=[CH:27][CH:28]=[CH:29][C:24]=1[C:22]1[N:13]=[C:12]([C:11]2[C:3]([CH3:2])=[N:4][N:5]3[CH:10]=[CH:9][CH:8]=[CH:7][C:6]=23)[S:14][C:16]=1[C:17]([O:19][CH2:20][CH3:21])=[O:18]. The yield is 0.680. (7) The reactants are [NH2:1][C:2]1[N:7]=[N:6][C:5]([CH2:8][CH2:9][CH2:10][CH2:11][N:12]2[CH:16]=[C:15]([C:17]([OH:19])=O)[N:14]=[N:13]2)=[CH:4][CH:3]=1.Cl.CN.C[CH2:24][N:25](C(C)C)C(C)C.CN(C(ON1N=NC2C=CC=NC1=2)=[N+](C)C)C.F[P-](F)(F)(F)(F)F. The catalyst is CN(C=O)C. The product is [NH2:1][C:2]1[N:7]=[N:6][C:5]([CH2:8][CH2:9][CH2:10][CH2:11][N:12]2[CH:16]=[C:15]([C:17]([NH:25][CH3:24])=[O:19])[N:14]=[N:13]2)=[CH:4][CH:3]=1. The yield is 0.290. (8) The reactants are [Cl:1][C:2]1[CH:28]=[C:27]([Cl:29])[CH:26]=[CH:25][C:3]=1[C:4]([C:6]1[O:7][C:8]2[CH:15]=[C:14]([C:16]3[CH:17]=[C:18]([CH:22]=[CH:23][CH:24]=3)[C:19](O)=[O:20])[CH:13]=[CH:12][C:9]=2[C:10]=1[CH3:11])=[O:5].[CH3:30][O:31][CH2:32][CH2:33][NH2:34].CCN=C=NCCCN(C)C.C(N(CC)C(C)C)(C)C. The catalyst is ClCCl.CN(C1C=CN=CC=1)C. The product is [Cl:1][C:2]1[CH:28]=[C:27]([Cl:29])[CH:26]=[CH:25][C:3]=1[C:4]([C:6]1[O:7][C:8]2[CH:15]=[C:14]([C:16]3[CH:17]=[C:18]([CH:22]=[CH:23][CH:24]=3)[C:19]([NH:34][CH2:33][CH2:32][O:31][CH3:30])=[O:20])[CH:13]=[CH:12][C:9]=2[C:10]=1[CH3:11])=[O:5]. The yield is 0.250. (9) The reactants are C(N(C(C)C)CC)(C)C.Cl.Cl.[CH3:12][N:13]([CH3:32])[CH2:14][CH2:15][CH2:16][NH:17][C:18](=[O:31])[CH2:19][CH2:20][CH2:21][CH2:22][CH2:23][CH2:24][CH2:25][CH2:26][CH2:27][CH2:28][CH2:29][NH2:30].I.[NH2:34][C:35]1[C:36]([C:43]([NH:45][C:46](=[NH:49])SC)=[O:44])=[N:37][C:38]([Cl:42])=[C:39]([NH2:41])[N:40]=1. The catalyst is C(O)C. The product is [CH3:32][N:13]([CH3:12])[CH2:14][CH2:15][CH2:16][NH:17][C:18](=[O:31])[CH2:19][CH2:20][CH2:21][CH2:22][CH2:23][CH2:24][CH2:25][CH2:26][CH2:27][CH2:28][CH2:29][NH:30][C:46]([NH2:49])=[N:45][C:43]([C:36]1[C:35]([NH2:34])=[N:40][C:39]([NH2:41])=[C:38]([Cl:42])[N:37]=1)=[O:44]. The yield is 0.630.